The task is: Predict the product of the given reaction.. This data is from Forward reaction prediction with 1.9M reactions from USPTO patents (1976-2016). (1) Given the reactants [Cl:1][C:2]1[CH:10]=CC(C(O)=O)=[C:4](C)[CH:3]=1.B.[CH2:13]1[CH2:17][O:16][CH2:15][CH2:14]1.CO, predict the reaction product. The product is: [Cl:1][C:2]1[CH:10]=[C:13]([CH2:17][OH:16])[CH:14]=[CH:15][C:3]=1[CH3:4]. (2) Given the reactants [OH:1][C:2]1[CH:11]=[CH:10][C:5]([C:6]([O:8][CH3:9])=[O:7])=[CH:4][CH:3]=1.C(=O)([O-])[O-].[K+].[K+].Br[C:19]([CH3:28])([CH3:27])[C:20]([O:22][C:23]([CH3:26])([CH3:25])[CH3:24])=[O:21], predict the reaction product. The product is: [C:23]([O:22][C:20](=[O:21])[C:19]([CH3:28])([O:1][C:2]1[CH:3]=[CH:4][C:5]([C:6]([O:8][CH3:9])=[O:7])=[CH:10][CH:11]=1)[CH3:27])([CH3:26])([CH3:25])[CH3:24]. (3) Given the reactants C[O-].[Na+].[C:4]([C:6]1[CH:11]=[CH:10][C:9]([CH2:12][C:13]#[N:14])=[CH:8][CH:7]=1)#[N:5].[N:15]([C:18]1[CH:23]=[CH:22][C:21]([Cl:24])=[CH:20][C:19]=1[Cl:25])=[N+:16]=[N-:17], predict the reaction product. The product is: [NH2:14][C:13]1[N:15]([C:18]2[CH:23]=[CH:22][C:21]([Cl:24])=[CH:20][C:19]=2[Cl:25])[N:16]=[N:17][C:12]=1[C:9]1[CH:10]=[CH:11][C:6]([C:4]#[N:5])=[CH:7][CH:8]=1.